From a dataset of Full USPTO retrosynthesis dataset with 1.9M reactions from patents (1976-2016). Predict the reactants needed to synthesize the given product. (1) Given the product [C:1]1([S:7][CH2:8][C:9]2[S:34][C:21]([C:19]3[CH:18]=[CH:17][C:16]4[NH:12][CH:13]=[N:14][C:15]=4[CH:20]=3)=[N:23][N:24]=2)[CH:6]=[CH:5][CH:4]=[CH:3][CH:2]=1, predict the reactants needed to synthesize it. The reactants are: [C:1]1([S:7][CH2:8][C:9](O)=O)[CH:6]=[CH:5][CH:4]=[CH:3][CH:2]=1.[N:12]1[C:16]2[CH:17]=[CH:18][C:19]([C:21]([NH:23][NH2:24])=O)=[CH:20][C:15]=2[NH:14][CH:13]=1.COC1C=CC(P2(SP(C3C=CC(OC)=CC=3)(=S)S2)=[S:34])=CC=1.O=P(Cl)(Cl)Cl. (2) Given the product [CH3:1][C@H:2]1[NH:3][CH2:4][CH2:5][N:6]([C:9]2[CH:14]=[C:13]([C:15]([F:18])([F:17])[F:16])[CH:12]=[CH:11][N:10]=2)[CH2:7]1, predict the reactants needed to synthesize it. The reactants are: [CH3:1][C@@H:2]1[CH2:7][NH:6][CH2:5][CH2:4][NH:3]1.Cl[C:9]1[CH:14]=[C:13]([C:15]([F:18])([F:17])[F:16])[CH:12]=[CH:11][N:10]=1. (3) The reactants are: [C:1]([N:4]1[CH2:8][CH2:7][N:6]([C:9]2[CH:14]=[C:13](Cl)[CH:12]=[CH:11][C:10]=2[C:16]([N:18]2[CH2:23][CH2:22][N:21]([C:24]3[C:29]([CH3:30])=[CH:28][C:27]([CH3:31])=[CH:26][N:25]=3)[CH2:20][CH2:19]2)=[O:17])[C:5]1=[O:32])(=[O:3])[CH3:2].[CH3:33][C@@H:34]1[CH2:38][O:37][C:36](=[O:39])[NH:35]1. Given the product [C:1]([N:4]1[CH2:8][CH2:7][N:6]([C:9]2[CH:14]=[C:13]([N:35]3[C@H:34]([CH3:33])[CH2:38][O:37][C:36]3=[O:39])[CH:12]=[CH:11][C:10]=2[C:16]([N:18]2[CH2:23][CH2:22][N:21]([C:24]3[C:29]([CH3:30])=[CH:28][C:27]([CH3:31])=[CH:26][N:25]=3)[CH2:20][CH2:19]2)=[O:17])[C:5]1=[O:32])(=[O:3])[CH3:2], predict the reactants needed to synthesize it. (4) Given the product [CH3:17][NH:16][S:13]([C:10]1[CH:11]=[C:12]2[C:7]([CH2:6][CH2:5][NH:4]2)=[CH:8][CH:9]=1)(=[O:15])=[O:14], predict the reactants needed to synthesize it. The reactants are: C([N:4]1[C:12]2[C:7](=[CH:8][CH:9]=[C:10]([S:13]([NH:16][CH3:17])(=[O:15])=[O:14])[CH:11]=2)[CH2:6][CH2:5]1)(=O)C.Cl. (5) Given the product [Br:13][C:14]1[C:15]([CH:26]([C:25]2[CH:24]=[CH:23][C:22]([C:21]([F:20])([F:30])[F:31])=[CH:29][CH:28]=2)[OH:27])=[N:16][CH:17]=[N:18][CH:19]=1, predict the reactants needed to synthesize it. The reactants are: C(NC(C)C)(C)C.[Li]CCCC.[Br:13][C:14]1[CH:15]=[N:16][CH:17]=[N:18][CH:19]=1.[F:20][C:21]([F:31])([F:30])[C:22]1[CH:29]=[CH:28][C:25]([CH:26]=[O:27])=[CH:24][CH:23]=1.[Li+].CC([N-]C(C)C)C. (6) Given the product [C:45]([O:49][C:43](=[O:28])[NH:40][C:14]1[C:15]([CH3:17])=[N:16][N:10]2[C:9]([C:3]3[CH:4]=[CH:5][C:6]([Cl:8])=[CH:7][C:2]=3[Cl:1])=[CH:13][O:12][C:11]=12)([CH3:48])([CH3:47])[CH3:46], predict the reactants needed to synthesize it. The reactants are: [Cl:1][C:2]1[CH:7]=[C:6]([Cl:8])[CH:5]=[CH:4][C:3]=1[C:9]1[N:10]2[N:16]=[C:15]([CH3:17])[C:14](C(O)=O)=[C:11]2[O:12][CH:13]=1.C1(P(N=[N+]=[N-])(C2C=CC=CC=2)=[O:28])C=CC=CC=1.C([N:40]([CH2:43]C)CC)C.[C:45]([OH:49])([CH3:48])([CH3:47])[CH3:46]. (7) Given the product [CH3:14][N:13]([CH3:15])[CH2:12][CH2:11][N:8]1[C:6]2[N:7]=[C:2]([C:28]3[CH:29]=[C:24]([CH2:23][OH:22])[CH:25]=[CH:26][CH:27]=3)[N:3]=[C:4]([N:16]3[CH2:21][CH2:20][O:19][CH2:18][CH2:17]3)[C:5]=2[CH:10]=[CH:9]1, predict the reactants needed to synthesize it. The reactants are: Cl[C:2]1[N:3]=[C:4]([N:16]2[CH2:21][CH2:20][O:19][CH2:18][CH2:17]2)[C:5]2[CH:10]=[CH:9][N:8]([CH2:11][CH2:12][N:13]([CH3:15])[CH3:14])[C:6]=2[N:7]=1.[OH:22][CH2:23][C:24]1[CH:25]=[C:26](B(O)O)[CH:27]=[CH:28][CH:29]=1.